This data is from Reaction yield outcomes from USPTO patents with 853,638 reactions. The task is: Predict the reaction yield, written as a fraction of the theoretical maximum amount of product (1.0 means a 100% yield; for example, 0.34 means a 34% yield). (1) The reactants are [CH3:1][O:2][C:3]1[CH:4]=[C:5]2[C:10](=[CH:11][CH:12]=1)[N:9]=[C:8]([CH3:13])[CH:7]=[CH:6]2.[Se](=O)=[O:15]. No catalyst specified. The product is [CH3:1][O:2][C:3]1[CH:4]=[C:5]2[C:10](=[CH:11][CH:12]=1)[N:9]=[C:8]([CH:13]=[O:15])[CH:7]=[CH:6]2. The yield is 0.680. (2) The reactants are [Si]([O:8][C@H:9]1[CH2:14][C@H:13]([O:15][C:16]2[C:21]([Cl:22])=[CH:20][C:19]([S:23]([N:26](CC3C=CC(OC)=CC=3OC)[C:27]3[CH:32]=[CH:31][N:30]=[CH:29][N:28]=3)(=[O:25])=[O:24])=[C:18]([F:44])[CH:17]=2)[C@@H:12]([C:45]2[N:49]([CH3:50])[N:48]=[CH:47][CH:46]=2)[CH2:11][CH2:10]1)(C(C)(C)C)(C)C.C([SiH](CC)CC)C.FC(F)(F)C(O)=O. The catalyst is ClCCl. The product is [Cl:22][C:21]1[C:16]([O:15][C@H:13]2[CH2:14][C@H:9]([OH:8])[CH2:10][CH2:11][C@@H:12]2[C:45]2[N:49]([CH3:50])[N:48]=[CH:47][CH:46]=2)=[CH:17][C:18]([F:44])=[C:19]([S:23]([NH:26][C:27]2[CH:32]=[CH:31][N:30]=[CH:29][N:28]=2)(=[O:25])=[O:24])[CH:20]=1. The yield is 0.250. (3) The catalyst is ClC(Cl)C. The reactants are [NH2:1][C:2]1[CH:3]=[C:4]([C:9]([C:11]2[CH:12]=[N:13][CH:14]=[CH:15][CH:16]=2)=[O:10])[CH:5]=[C:6]([Br:8])[CH:7]=1.C(N(C(C)C)CC)(C)C.[C:26](Cl)(=[O:29])[CH2:27][CH3:28].C(=O)(O)[O-].[Na+]. The yield is 1.00. The product is [Br:8][C:6]1[CH:7]=[C:2]([NH:1][C:26](=[O:29])[CH2:27][CH3:28])[CH:3]=[C:4]([C:9]([C:11]2[CH:12]=[N:13][CH:14]=[CH:15][CH:16]=2)=[O:10])[CH:5]=1. (4) The reactants are [Cl:1][C:2]1[N:11]=[C:10](Cl)[C:9]2[C:4](=[CH:5][CH:6]=[C:7]([O:13][CH3:14])[CH:8]=2)[N:3]=1.[OH-:15].[Na+]. The catalyst is C1COCC1.O. The product is [Cl:1][C:2]1[N:11]=[C:10]([OH:15])[C:9]2[C:4](=[CH:5][CH:6]=[C:7]([O:13][CH3:14])[CH:8]=2)[N:3]=1. The yield is 0.980.